This data is from Catalyst prediction with 721,799 reactions and 888 catalyst types from USPTO. The task is: Predict which catalyst facilitates the given reaction. (1) Reactant: [Cl:1][C:2]1[C:15]([Cl:16])=[CH:14][C:5]([O:6][C:7]2[CH:12]=[C:11](Cl)[CH:10]=[CH:9][N:8]=2)=[C:4]([I:17])[CH:3]=1.[CH2:18]([OH:21])[CH2:19][OH:20].C([O-])([O-])=O.[K+].[K+].O. Product: [Cl:1][C:2]1[C:15]([Cl:16])=[CH:14][C:5]([O:6][C:7]2[CH:12]=[C:11]([O:20][CH2:19][CH2:18][OH:21])[CH:10]=[CH:9][N:8]=2)=[C:4]([I:17])[CH:3]=1. The catalyst class is: 21. (2) Reactant: [N:1]([C:4]1[C:5]([CH3:11])=[N:6][CH:7]=[C:8]([CH3:10])[N:9]=1)=[N+]=[N-].Cl.[Sn](Cl)(Cl)(Cl)Cl. Product: [NH2:1][C:4]1[C:5]([CH3:11])=[N:6][CH:7]=[C:8]([CH3:10])[N:9]=1. The catalyst class is: 125. (3) Reactant: [C:1]([NH:4][C:5]1[CH:6]=[C:7]([OH:11])[CH:8]=[CH:9][CH:10]=1)(=[O:3])[CH3:2].[CH2:12]([NH:14][CH2:15][CH3:16])[CH3:13].[CH2:17]=O. Product: [CH2:12]([N:14]([CH2:17][C:8]1[CH:9]=[CH:10][C:5]([NH:4][C:1](=[O:3])[CH3:2])=[CH:6][C:7]=1[OH:11])[CH2:15][CH3:16])[CH3:13]. The catalyst class is: 8. (4) Reactant: Cl[C:2]1[N:6]([CH3:7])[C:5]2[C:8]([C:12]([O:14][CH3:15])=[O:13])=[CH:9][CH:10]=[CH:11][C:4]=2[N:3]=1.[Br:16][C:17]1[CH:22]=[C:21]([CH3:23])[C:20]([NH2:24])=[C:19]([O:25][CH3:26])[CH:18]=1. Product: [Br:16][C:17]1[CH:22]=[C:21]([CH3:23])[C:20]([NH:24][C:2]2[N:6]([CH3:7])[C:5]3[C:8]([C:12]([O:14][CH3:15])=[O:13])=[CH:9][CH:10]=[CH:11][C:4]=3[N:3]=2)=[C:19]([O:25][CH3:26])[CH:18]=1. The catalyst class is: 4. (5) Product: [Cl:22][C:18]1[CH:17]=[C:16]([C:13]2[CH:12]=[CH:11][C:10]([CH2:9][C@H:8]([NH:7][C@@H:5]([CH3:6])[C:4]([OH:31])=[O:3])[C:23](=[O:30])[NH:24][C:25]3[NH:29][N:28]=[N:27][N:26]=3)=[CH:15][CH:14]=2)[CH:21]=[CH:20][CH:19]=1. The catalyst class is: 14. Reactant: C([O:3][C:4](=[O:31])[C@@H:5]([NH:7][C@H:8]([C:23](=[O:30])[NH:24][C:25]1[NH:29][N:28]=[N:27][N:26]=1)[CH2:9][C:10]1[CH:15]=[CH:14][C:13]([C:16]2[CH:21]=[CH:20][CH:19]=[C:18]([Cl:22])[CH:17]=2)=[CH:12][CH:11]=1)[CH3:6])C.[OH-].[Na+].Cl. (6) Reactant: Cl.Cl.[NH:3]1[CH2:6][CH:5]([C:7]2[C:8]([O:30][CH3:31])=[C:9]([CH:15]([N:17]3[C:21]4=[N:22][CH:23]=[N:24][C:25]([NH2:26])=[C:20]4[C:19]([CH:27]([F:29])[F:28])=[N:18]3)[CH3:16])[CH:10]=[C:11]([Cl:14])[C:12]=2[F:13])[CH2:4]1.C(N(CC)CC)C.[CH3:39][C@H:40]1[CH2:42][O:41]1. Product: [NH2:26][C:25]1[N:24]=[CH:23][N:22]=[C:21]2[N:17]([CH:15]([C:9]3[C:8]([O:30][CH3:31])=[C:7]([CH:5]4[CH2:6][N:3]([CH2:39][C@@H:40]([OH:41])[CH3:42])[CH2:4]4)[C:12]([F:13])=[C:11]([Cl:14])[CH:10]=3)[CH3:16])[N:18]=[C:19]([CH:27]([F:29])[F:28])[C:20]=12. The catalyst class is: 8. (7) Reactant: [CH:1]1([CH:6]([NH:18][C:19]2[CH:24]=[CH:23][C:22]([C:25]([NH:27][CH2:28][CH2:29][C:30]([O:32]CC)=[O:31])=[O:26])=[CH:21][CH:20]=2)[C:7]2[O:8][C:9]3[CH:16]=[CH:15][C:14]([F:17])=[CH:13][C:10]=3[C:11]=2[CH3:12])[CH2:5][CH2:4][CH2:3][CH2:2]1.[OH-].[Na+]. Product: [CH:1]1([CH:6]([NH:18][C:19]2[CH:20]=[CH:21][C:22]([C:25]([NH:27][CH2:28][CH2:29][C:30]([OH:32])=[O:31])=[O:26])=[CH:23][CH:24]=2)[C:7]2[O:8][C:9]3[CH:16]=[CH:15][C:14]([F:17])=[CH:13][C:10]=3[C:11]=2[CH3:12])[CH2:5][CH2:4][CH2:3][CH2:2]1. The catalyst class is: 199.